Dataset: Forward reaction prediction with 1.9M reactions from USPTO patents (1976-2016). Task: Predict the product of the given reaction. (1) Given the reactants [NH2:1][CH2:2][C:3]1[N:7]([CH3:8])[C:6]2[CH:9]=[CH:10][C:11]([C:20]3[C:21]4[CH:30]=[CH:29][N:28]([S:31]([C:34]5[CH:39]=[CH:38][C:37]([CH3:40])=[CH:36][CH:35]=5)(=[O:33])=[O:32])[C:22]=4[C:23](=[O:27])[N:24]([CH3:26])[CH:25]=3)=[C:12]([O:13][C:14]3[CH:19]=[CH:18][CH:17]=[CH:16][CH:15]=3)[C:5]=2[N:4]=1.[CH:41]1([C:45](Cl)=[O:46])[CH2:44][CH2:43][CH2:42]1, predict the reaction product. The product is: [CH3:8][N:7]1[C:6]2[CH:9]=[CH:10][C:11]([C:20]3[C:21]4[CH:30]=[CH:29][N:28]([S:31]([C:34]5[CH:35]=[CH:36][C:37]([CH3:40])=[CH:38][CH:39]=5)(=[O:32])=[O:33])[C:22]=4[C:23](=[O:27])[N:24]([CH3:26])[CH:25]=3)=[C:12]([O:13][C:14]3[CH:15]=[CH:16][CH:17]=[CH:18][CH:19]=3)[C:5]=2[N:4]=[C:3]1[CH2:2][NH:1][C:45]([CH:41]1[CH2:44][CH2:43][CH2:42]1)=[O:46]. (2) Given the reactants [C:1]([O:5][C:6]([N:8]1[CH2:13][CH2:12][N:11]([C:14]2[CH:19]=[CH:18][N:17]=[C:16]([NH2:20])[C:15]=2[N+:21]([O-])=O)[CH2:10][CH2:9]1)=[O:7])([CH3:4])([CH3:3])[CH3:2], predict the reaction product. The product is: [C:1]([O:5][C:6]([N:8]1[CH2:9][CH2:10][N:11]([C:14]2[CH:19]=[CH:18][N:17]=[C:16]([NH2:20])[C:15]=2[NH2:21])[CH2:12][CH2:13]1)=[O:7])([CH3:4])([CH3:2])[CH3:3]. (3) Given the reactants B(F)(F)F.CSC.[Br:8][C:9]1[C:17]2[C:12](=[CH:13][CH:14]=[CH:15][CH:16]=2)[N:11]([C:18]2[CH:23]=[CH:22][C:21]([O:24]C)=[CH:20][CH:19]=2)[C:10]=1[C:26]1[C:27]([CH3:32])=[N:28][O:29][C:30]=1[CH3:31], predict the reaction product. The product is: [Br:8][C:9]1[C:17]2[C:12](=[CH:13][CH:14]=[CH:15][CH:16]=2)[N:11]([C:18]2[CH:19]=[CH:20][C:21]([OH:24])=[CH:22][CH:23]=2)[C:10]=1[C:26]1[C:27]([CH3:32])=[N:28][O:29][C:30]=1[CH3:31]. (4) Given the reactants [CH2:1]([O:3][C:4](=[O:17])[NH:5][C:6]1[C:15]([F:16])=[CH:14][C:13]2[C:8](=[CH:9][CH:10]=[CH:11][CH:12]=2)[CH:7]=1)[CH3:2].[B-](F)(F)(F)[F:19].[B-](F)(F)(F)F.C1[N+]2(CCl)CC[N+](F)(CC2)C1, predict the reaction product. The product is: [CH2:1]([O:3][C:4](=[O:17])[NH:5][C:6]1[C:15]([F:16])=[CH:14][C:13]2[C:8](=[CH:9][CH:10]=[CH:11][CH:12]=2)[C:7]=1[F:19])[CH3:2].